Task: Predict the reactants needed to synthesize the given product.. Dataset: Full USPTO retrosynthesis dataset with 1.9M reactions from patents (1976-2016) (1) Given the product [Cl:14][C:4]1[N:3]=[CH:2][C:11]2[C:6]([CH:5]=1)=[CH:7][CH:8]=[C:9]([O:12][CH3:13])[CH:10]=2, predict the reactants needed to synthesize it. The reactants are: Cl[C:2]1[C:11]2[C:6](=[CH:7][CH:8]=[C:9]([O:12][CH3:13])[CH:10]=2)[CH:5]=[C:4]([Cl:14])[N:3]=1.Cl.[Sn].[NH4+].[OH-]. (2) Given the product [N:1]1[CH:6]=[CH:5][C:4]([NH:7][C:8]([N:10]2[CH2:13][CH:12]([O:14][C:15]3[CH:20]=[CH:19][C:18]([C:18]4[CH:19]=[CH:20][CH:31]=[C:32]([O:33][CH2:34][CH2:30][O:25][CH3:22])[CH:17]=4)=[CH:17][N:16]=3)[CH2:11]2)=[O:9])=[N:3][CH:2]=1, predict the reactants needed to synthesize it. The reactants are: [N:1]1[CH:6]=[CH:5][C:4]([NH:7][C:8]([N:10]2[CH2:13][CH:12]([O:14][C:15]3[CH:20]=[CH:19][C:18](I)=[CH:17][N:16]=3)[CH2:11]2)=[O:9])=[N:3][CH:2]=1.[C:22](=[O:25])([O-])[O-].[K+].[K+].[OH-].[Na+].[CH2:30]1[CH2:34][O:33][CH2:32][CH2:31]1.O. (3) The reactants are: [CH3:1][C@@:2]12[CH2:14][C:13]3[C:8](=[CH:9][CH:10]=[CH:11][CH:12]=3)[C@@H:3]1[NH:4][CH2:5][CH2:6][CH2:7]2.[ClH:15]. Given the product [ClH:15].[CH3:1][C@:2]12[CH2:14][C:13]3[C:8](=[CH:9][CH:10]=[CH:11][CH:12]=3)[C@H:3]1[NH:4][CH2:5][CH2:6][CH2:7]2, predict the reactants needed to synthesize it. (4) Given the product [CH3:16][NH:17][C:18](=[O:33])[C:19]1[CH:24]=[CH:23][C:22]([N:25]2[C:2](=[S:3])[N:1]([C:4]3[CH:11]=[CH:10][C:7]([C:8]#[N:9])=[C:6]([C:12]([F:13])([F:15])[F:14])[CH:5]=3)[C:30](=[O:35])[C:26]32[CH2:29][CH2:28][CH2:27]3)=[CH:21][C:20]=1[F:32], predict the reactants needed to synthesize it. The reactants are: [N:1]([C:4]1[CH:11]=[CH:10][C:7]([C:8]#[N:9])=[C:6]([C:12]([F:15])([F:14])[F:13])[CH:5]=1)=[C:2]=[S:3].[CH3:16][NH:17][C:18](=[O:33])[C:19]1[CH:24]=[CH:23][C:22]([NH:25][C:26]2([C:30]#N)[CH2:29][CH2:28][CH2:27]2)=[CH:21][C:20]=1[F:32].C[OH:35].Cl. (5) Given the product [CH3:3][N:4]1[C:9]2=[CH:10][N:11]([CH2:20][CH2:21][CH2:22][C:23]([OH:25])=[O:24])[C:12]([C:13]3[CH:14]=[C:15]([CH3:19])[CH:16]=[CH:17][CH:18]=3)=[C:8]2[C:7](=[O:28])[N:6]([CH3:29])[C:5]1=[O:30], predict the reactants needed to synthesize it. The reactants are: [OH-].[Li+].[CH3:3][N:4]1[C:9]2=[CH:10][N:11]([CH2:20][CH2:21][CH2:22][C:23]([O:25]CC)=[O:24])[C:12]([C:13]3[CH:14]=[C:15]([CH3:19])[CH:16]=[CH:17][CH:18]=3)=[C:8]2[C:7](=[O:28])[N:6]([CH3:29])[C:5]1=[O:30].O. (6) Given the product [Cl:36][CH2:24][CH2:23][CH:22]([C:21]1[O:33][C:17](/[CH:16]=[CH:15]/[C:5]2[CH:6]=[CH:7][C:8]([N:9]3[CH:13]=[C:12]([CH3:14])[N:11]=[CH:10]3)=[C:3]([O:2][CH3:1])[CH:4]=2)=[N:19][N:20]=1)[C:26]1[CH:31]=[CH:30][C:29]([F:32])=[CH:28][CH:27]=1, predict the reactants needed to synthesize it. The reactants are: [CH3:1][O:2][C:3]1[CH:4]=[C:5](/[CH:15]=[CH:16]/[C:17]([NH:19][NH:20][C:21](=[O:33])[CH:22]([C:26]2[CH:31]=[CH:30][C:29]([F:32])=[CH:28][CH:27]=2)[CH2:23][CH2:24]O)=O)[CH:6]=[CH:7][C:8]=1[N:9]1[CH:13]=[C:12]([CH3:14])[N:11]=[CH:10]1.P(Cl)(Cl)([Cl:36])=O.